Task: Predict the product of the given reaction.. Dataset: Forward reaction prediction with 1.9M reactions from USPTO patents (1976-2016) (1) Given the reactants [F:1][C:2]1[CH:7]=[C:6]([F:8])[C:5]([F:9])=[CH:4][C:3]=1[S:10]([NH:13][C:14]1[S:15][CH:16]=[CH:17][N:18]=1)(=[O:12])=[O:11].C(=O)([O-])[O-].[K+].[K+].[CH2:25](Br)[CH:26]=[CH2:27], predict the reaction product. The product is: [F:1][C:2]1[CH:7]=[C:6]([F:8])[C:5]([F:9])=[CH:4][C:3]=1[S:10]([N:13]([CH2:27][CH:26]=[CH2:25])[C:14]1[S:15][CH:16]=[CH:17][N:18]=1)(=[O:11])=[O:12]. (2) Given the reactants [Cl:1][C:2]1[CH:7]=[C:6]([C:8]#[C:9][Si](C)(C)C)[CH:5]=[CH:4][N:3]=1.[F:14][CH:15]([F:24])[CH2:16][N:17]1[CH:21]=[C:20](I)[N:19]=[C:18]1[CH3:23], predict the reaction product. The product is: [Cl:1][C:2]1[CH:7]=[C:6]([C:8]#[C:9][C:20]2[N:19]=[C:18]([CH3:23])[N:17]([CH2:16][CH:15]([F:24])[F:14])[CH:21]=2)[CH:5]=[CH:4][N:3]=1. (3) Given the reactants [Cl:1][C:2]1[CH:7]=[CH:6][C:5]([C:8]2[N:9]=[C:10]([C:24]([O:26][CH2:27][CH3:28])=[O:25])[C:11]([C:21](O)=[O:22])=[N:12][C:13]=2[C:14]2[CH:19]=[CH:18][C:17]([Cl:20])=[CH:16][CH:15]=2)=[CH:4][CH:3]=1.C(N(CC)CC)C.C(OC(Cl)=O)C(C)C.[BH4-].[Na+], predict the reaction product. The product is: [Cl:20][C:17]1[CH:16]=[CH:15][C:14]([C:13]2[N:12]=[C:11]([CH2:21][OH:22])[C:10]([C:24]([O:26][CH2:27][CH3:28])=[O:25])=[N:9][C:8]=2[C:5]2[CH:6]=[CH:7][C:2]([Cl:1])=[CH:3][CH:4]=2)=[CH:19][CH:18]=1. (4) Given the reactants [CH:1]1([N:6]2[C:10]3[N:11]=[C:12]([NH:15][C:16]4[CH:21]=[CH:20][C:19]([N:22]5[CH2:27][CH2:26][N:25]([CH2:28][CH2:29][O:30][Si](C(C)(C)C)(C)C)[CH2:24][CH2:23]5)=[CH:18][N:17]=4)[N:13]=[CH:14][C:9]=3[C:8]3[CH:38]=[CH:39][N:40]=[C:41]([F:42])[C:7]2=3)[CH2:5][CH2:4][CH2:3][CH2:2]1.[F-].C([N+](CCCC)(CCCC)CCCC)CCC.O.[OH-].[Na+], predict the reaction product. The product is: [CH:1]1([N:6]2[C:10]3[N:11]=[C:12]([NH:15][C:16]4[N:17]=[CH:18][C:19]([N:22]5[CH2:27][CH2:26][N:25]([CH2:28][CH2:29][OH:30])[CH2:24][CH2:23]5)=[CH:20][CH:21]=4)[N:13]=[CH:14][C:9]=3[C:8]3[CH:38]=[CH:39][N:40]=[C:41]([F:42])[C:7]2=3)[CH2:2][CH2:3][CH2:4][CH2:5]1. (5) Given the reactants ClC(Cl)(Cl)[C:3]([C:5]1[N:6]([CH3:10])[CH:7]=[CH:8][N:9]=1)=[O:4].C1C(=O)N([Br:20])C(=O)C1.[H-].[Na+].C1[CH2:27][O:26]CC1, predict the reaction product. The product is: [Br:20][C:8]1[N:9]=[C:5]([C:3]([O:26][CH3:27])=[O:4])[N:6]([CH3:10])[CH:7]=1. (6) Given the reactants [Si]([O:8][CH2:9][CH2:10][N:11]([CH2:20][C@H:21]1[C@H:27]([C:28]2[CH:33]=[CH:32][C:31]([Cl:34])=[C:30]([Cl:35])[CH:29]=2)[O:26][CH2:25][CH2:24][N:23]([C:36]([O:38][C:39]([CH3:42])([CH3:41])[CH3:40])=[O:37])[CH2:22]1)[C:12](=[O:19])[CH2:13][N:14]1[CH2:18][CH2:17][CH2:16][CH2:15]1)(C(C)(C)C)(C)C.[F-].C([N+](CCCC)(CCCC)CCCC)CCC, predict the reaction product. The product is: [Cl:35][C:30]1[CH:29]=[C:28]([C@@H:27]2[O:26][CH2:25][CH2:24][N:23]([C:36]([O:38][C:39]([CH3:42])([CH3:41])[CH3:40])=[O:37])[CH2:22][C@H:21]2[CH2:20][N:11]([CH2:10][CH2:9][OH:8])[C:12](=[O:19])[CH2:13][N:14]2[CH2:18][CH2:17][CH2:16][CH2:15]2)[CH:33]=[CH:32][C:31]=1[Cl:34]. (7) Given the reactants [K].[OH:2][C:3]1[CH:8]=[CH:7][C:6](C(C2[CH:23]=[CH:22][C:21]([OH:24])=CC=2)(C2C=CC(O)=CC=2)C)=[CH:5][CH:4]=1.C1[O:27]C1, predict the reaction product. The product is: [C:21]([OH:24])(=[O:27])[CH:22]=[CH2:23].[C:21]([OH:24])(=[O:27])[CH:22]=[CH2:23].[C:21]([OH:24])(=[O:27])[CH:22]=[CH2:23].[CH3:3][CH3:4].[C:3]1([OH:2])[CH:8]=[CH:7][CH:6]=[CH:5][CH:4]=1. (8) Given the reactants CC([O-])(C)C.[K+].[OH:7][C:8]1[C:15]([CH3:16])=[CH:14][CH:13]=[CH:12][C:9]=1[CH:10]=[O:11].[F:17][C:18]([F:33])([S:29](F)(=[O:31])=[O:30])[C:19]([F:28])([F:27])[C:20]([F:26])([F:25])[C:21]([F:24])([F:23])[F:22], predict the reaction product. The product is: [F:33][C:18]([F:17])([S:29]([O:7][C:8]1[C:15]([CH3:16])=[CH:14][CH:13]=[CH:12][C:9]=1[CH:10]=[O:11])(=[O:31])=[O:30])[C:19]([F:27])([F:28])[C:20]([F:26])([F:25])[C:21]([F:24])([F:23])[F:22].